From a dataset of Catalyst prediction with 721,799 reactions and 888 catalyst types from USPTO. Predict which catalyst facilitates the given reaction. Reactant: C[Al](C)C.[Cl:5][C:6]1[CH:7]=[CH:8][C:9]([NH2:12])=[N:10][CH:11]=1.[CH2:13]([O:15][CH2:16][C@H:17]([O:22][C:23]1[N:28]=[CH:27][N:26]=[C:25]2[N:29]([C:32]3[C:37]([C:38]([F:41])([F:40])[F:39])=[CH:36][CH:35]=[CH:34][N:33]=3)[N:30]=[CH:31][C:24]=12)[C:18](OC)=[O:19])[CH3:14].C(O)(=O)CC(CC(O)=O)(C(O)=O)O. Product: [Cl:5][C:6]1[CH:7]=[CH:8][C:9]([NH:12][C:18](=[O:19])[C@@H:17]([O:22][C:23]2[C:24]3[CH:31]=[N:30][N:29]([C:32]4[C:37]([C:38]([F:41])([F:40])[F:39])=[CH:36][CH:35]=[CH:34][N:33]=4)[C:25]=3[N:26]=[CH:27][N:28]=2)[CH2:16][O:15][CH2:13][CH3:14])=[N:10][CH:11]=1. The catalyst class is: 727.